From a dataset of Full USPTO retrosynthesis dataset with 1.9M reactions from patents (1976-2016). Predict the reactants needed to synthesize the given product. (1) Given the product [F:5][C:6]1[CH:7]=[C:8]([NH:13][C:1](=[O:3])[CH3:2])[CH:9]=[CH:10][C:11]=1[F:12], predict the reactants needed to synthesize it. The reactants are: [C:1](Cl)(=[O:3])[CH3:2].[F:5][C:6]1[CH:7]=[C:8]([NH2:13])[CH:9]=[CH:10][C:11]=1[F:12]. (2) Given the product [O:13]1[CH:17]=[CH:16][CH:15]=[C:14]1[C:18]1[C:19](=[O:20])[N:3]2[C:2]([NH:1][C:5]3[CH:6]=[CH:7][CH:8]=[CH:9][C:4]=32)=[C:10]([C:11]#[N:12])[C:24]=1[CH3:26], predict the reactants needed to synthesize it. The reactants are: [N:1]1[C:5]2[CH:6]=[CH:7][CH:8]=[CH:9][C:4]=2[NH:3][C:2]=1[CH2:10][C:11]#[N:12].[O:13]1[CH:17]=[CH:16][CH:15]=[C:14]1[CH:18]([C:24]([CH3:26])=O)[C:19](OCC)=[O:20].C([O-])(=O)C.[NH4+]. (3) The reactants are: [CH3:1][O:2][C:3]1[CH:4]=[C:5]([CH2:11][C:12]#[N:13])[CH:6]=[CH:7][C:8]=1[O:9][CH3:10].[CH3:14][CH:15]([CH3:21])[C:16](OCC)=[O:17].[O-]CC.[Na+]. Given the product [CH3:1][O:2][C:3]1[CH:4]=[C:5]([CH:11]([C:16](=[O:17])[CH:15]([CH3:21])[CH3:14])[C:12]#[N:13])[CH:6]=[CH:7][C:8]=1[O:9][CH3:10], predict the reactants needed to synthesize it.